This data is from Catalyst prediction with 721,799 reactions and 888 catalyst types from USPTO. The task is: Predict which catalyst facilitates the given reaction. Reactant: [CH2:1]([C:3]1[CH:4]=[C:5]([CH:8]=[C:9]([CH3:12])[C:10]=1[OH:11])[CH:6]=[O:7])[CH3:2].C([O-])([O-])=O.[K+].[K+].[CH2:19](Br)[C:20]1[CH:25]=[CH:24][CH:23]=[CH:22][CH:21]=1. Product: [CH2:19]([O:11][C:10]1[C:9]([CH3:12])=[CH:8][C:5]([CH:6]=[O:7])=[CH:4][C:3]=1[CH2:1][CH3:2])[C:20]1[CH:25]=[CH:24][CH:23]=[CH:22][CH:21]=1. The catalyst class is: 21.